This data is from Forward reaction prediction with 1.9M reactions from USPTO patents (1976-2016). The task is: Predict the product of the given reaction. Given the reactants [CH3:1][O:2][C:3]1[CH:4]=[C:5]([CH:8]=[CH:9][C:10]=1[N+:11]([O-:13])=[O:12])[CH2:6]O.C1(P(C2C=CC=CC=2)C2C=CC=CC=2)C=CC=CC=1.[Cl:33]N1C(=O)CCC1=O.C(=O)([O-])[O-].[Na+].[Na+], predict the reaction product. The product is: [CH3:1][O:2][C:3]1[CH:4]=[C:5]([CH:8]=[CH:9][C:10]=1[N+:11]([O-:13])=[O:12])[CH2:6][Cl:33].